From a dataset of Full USPTO retrosynthesis dataset with 1.9M reactions from patents (1976-2016). Predict the reactants needed to synthesize the given product. (1) Given the product [F:70][C:71]1[CH:77]=[CH:76][C:74]([NH:75][C:2]2[C:3]([C:16]#[N:17])=[N:4][CH:5]=[C:6]([CH2:8][C:9]3[CH:14]=[CH:13][C:12]([F:15])=[CH:11][CH:10]=3)[CH:7]=2)=[CH:73][CH:72]=1, predict the reactants needed to synthesize it. The reactants are: Br[C:2]1[C:3]([C:16]#[N:17])=[N:4][CH:5]=[C:6]([CH2:8][C:9]2[CH:14]=[CH:13][C:12]([F:15])=[CH:11][CH:10]=2)[CH:7]=1.C(=O)([O-])[O-].[Cs+].[Cs+].C1C=CC(P(C2C(C3C(P(C4C=CC=CC=4)C4C=CC=CC=4)=CC=C4C=3C=CC=C4)=C3C(C=CC=C3)=CC=2)C2C=CC=CC=2)=CC=1.[F:70][C:71]1[CH:77]=[CH:76][C:74]([NH2:75])=[CH:73][CH:72]=1. (2) Given the product [Cl:26][C:27]1[S:31][C:30](/[CH:32]=[CH:33]/[S:34]([NH:1][C@H:2]2[CH2:6][CH2:5][N:4]([C:7]3[CH:8]=[C:9]4[C:14](=[CH:15][C:16]=3[F:17])[CH2:13][N:12]([C:18]([O:20][C:21]([CH3:22])([CH3:24])[CH3:23])=[O:19])[CH2:11][CH2:10]4)[C:3]2=[O:25])(=[O:36])=[O:35])=[CH:29][CH:28]=1, predict the reactants needed to synthesize it. The reactants are: [NH2:1][C@H:2]1[CH2:6][CH2:5][N:4]([C:7]2[CH:8]=[C:9]3[C:14](=[CH:15][C:16]=2[F:17])[CH2:13][N:12]([C:18]([O:20][C:21]([CH3:24])([CH3:23])[CH3:22])=[O:19])[CH2:11][CH2:10]3)[C:3]1=[O:25].[Cl:26][C:27]1[S:31][C:30](/[CH:32]=[CH:33]/[S:34](Cl)(=[O:36])=[O:35])=[CH:29][CH:28]=1. (3) Given the product [Cl:35][C:36]1[CH:37]=[CH:38][C:39]([CH:42]([C:44]2[CH:45]=[CH:46][CH:47]=[CH:48][CH:49]=2)[NH:43][C:16](=[O:18])[CH2:15][C:12]2[CH:11]=[CH:10][C:9]([S:8][CH2:7][C:6]3[C:2]([CH3:1])=[N:3][O:4][C:5]=3[CH3:19])=[CH:14][CH:13]=2)=[CH:40][CH:41]=1, predict the reactants needed to synthesize it. The reactants are: [CH3:1][C:2]1[C:6]([CH2:7][S:8][C:9]2[CH:14]=[CH:13][C:12]([CH2:15][C:16]([OH:18])=O)=[CH:11][CH:10]=2)=[C:5]([CH3:19])[O:4][N:3]=1.C1C=CC2N(O)N=NC=2C=1.C(Cl)CCl.Cl.[Cl:35][C:36]1[CH:41]=[CH:40][C:39]([CH:42]([C:44]2[CH:49]=[CH:48][CH:47]=[CH:46][CH:45]=2)[NH2:43])=[CH:38][CH:37]=1.